Predict the product of the given reaction. From a dataset of Forward reaction prediction with 1.9M reactions from USPTO patents (1976-2016). (1) Given the reactants Br[C:2]1[C:3]([O:28][CH2:29][C:30]([F:36])([F:35])[C:31]([F:34])([F:33])[F:32])=[N:4][N:5]([C:14]2[CH:19]=[C:18]([S:20][CH2:21][C:22]([F:25])([F:24])[F:23])[C:17]([CH3:26])=[CH:16][C:15]=2[F:27])[C:6]=1[NH:7][C:8](=[O:13])[C:9]([F:12])([F:11])[F:10].[H][H], predict the reaction product. The product is: [F:27][C:15]1[CH:16]=[C:17]([CH3:26])[C:18]([S:20][CH2:21][C:22]([F:25])([F:24])[F:23])=[CH:19][C:14]=1[N:5]1[C:6]([NH:7][C:8](=[O:13])[C:9]([F:12])([F:10])[F:11])=[CH:2][C:3]([O:28][CH2:29][C:30]([F:36])([F:35])[C:31]([F:32])([F:33])[F:34])=[N:4]1. (2) Given the reactants [C:1]([CH:4]1[C:8]2[CH:9]=[C:10]([C:13]3[C:21]4[C:16](=[CH:17][C:18]([F:22])=[CH:19][CH:20]=4)[N:15](C(OC(C)(C)C)=O)[CH:14]=3)[CH:11]=[CH:12][C:7]=2[S:6](=[O:31])(=[O:30])[NH:5]1)(=[O:3])[NH2:2].Cl.CCOC(C)=O, predict the reaction product. The product is: [F:22][C:18]1[CH:17]=[C:16]2[C:21]([C:13]([C:10]3[CH:11]=[CH:12][C:7]4[S:6](=[O:31])(=[O:30])[NH:5][CH:4]([C:1]([NH2:2])=[O:3])[C:8]=4[CH:9]=3)=[CH:14][NH:15]2)=[CH:20][CH:19]=1. (3) Given the reactants FC1C=CC([CH2:6][NH:7][C:8](=[O:27])[CH2:9][N:10]2[CH2:14][CH2:13][N:12]([C:15]3[S:16][C:17]([C:21]([O:23]CC)=[O:22])=[C:18]([CH3:20])[N:19]=3)[C:11]2=[O:26])=CC=1.CC1N=C(N2CCN(CC(NC)=O)C2=O)SC=1C(OCC)=O, predict the reaction product. The product is: [CH3:20][C:18]1[N:19]=[C:15]([N:12]2[CH2:13][CH2:14][N:10]([CH2:9][C:8]([NH:7][CH3:6])=[O:27])[C:11]2=[O:26])[S:16][C:17]=1[C:21]([OH:23])=[O:22]. (4) Given the reactants C(OC([N:8]1[CH2:13][CH2:12][N:11]([C:14]2[NH:15][C:16]([C:21]3[CH:26]=[CH:25][N:24]=[C:23](/[CH:27]=[CH:28]/[C:29]4[CH:34]=[CH:33][C:32]([C:35](=[O:41])[N:36]([CH2:39][CH3:40])[CH2:37][CH3:38])=[CH:31][CH:30]=4)[CH:22]=3)=[CH:17][C:18]=2[C:19]#[N:20])[CH2:10][CH2:9]1)=O)(C)(C)C.FC(F)(F)C(O)=O, predict the reaction product. The product is: [C:19]([C:18]1[CH:17]=[C:16]([C:21]2[CH:26]=[CH:25][N:24]=[C:23](/[CH:27]=[CH:28]/[C:29]3[CH:34]=[CH:33][C:32]([C:35]([N:36]([CH2:39][CH3:40])[CH2:37][CH3:38])=[O:41])=[CH:31][CH:30]=3)[CH:22]=2)[NH:15][C:14]=1[N:11]1[CH2:12][CH2:13][NH:8][CH2:9][CH2:10]1)#[N:20]. (5) The product is: [C:29]([C:28]1[CH:4]([C:5]2[O:13][C:12]3[CH:11]=[CH:10][N:9]=[C:8]([NH:14][C:15](=[O:22])[C:16]4[CH:21]=[CH:20][CH:19]=[CH:18][CH:17]=4)[C:7]=3[CH:6]=2)[C:3]([C:1]#[N:2])=[C:23]([CH3:24])[NH:26][C:27]=1[C:31]1[CH:32]=[CH:33][C:34]([F:37])=[CH:35][CH:36]=1)#[N:30]. Given the reactants [C:1]([C:3]([C:23](=O)[CH3:24])=[CH:4][C:5]1[O:13][C:12]2[CH:11]=[CH:10][N:9]=[C:8]([NH:14][C:15](=[O:22])[C:16]3[CH:21]=[CH:20][CH:19]=[CH:18][CH:17]=3)[C:7]=2[CH:6]=1)#[N:2].[NH2:26][C:27]([C:31]1[CH:36]=[CH:35][C:34]([F:37])=[CH:33][CH:32]=1)=[CH:28][C:29]#[N:30], predict the reaction product. (6) The product is: [Cl:1][C:2]1[CH:3]=[C:4]([C:8]2[CH:9]=[C:10]3[C:14](=[CH:15][CH:16]=2)[N:13]([CH:17]2[CH2:21][CH2:20][CH2:19][CH2:18]2)[CH:12]=[C:11]3[C:24](=[O:25])[C:22]([OH:31])=[O:23])[CH:5]=[CH:6][CH:7]=1. Given the reactants [Cl:1][C:2]1[CH:3]=[C:4]([C:8]2[CH:9]=[C:10]3[C:14](=[CH:15][CH:16]=2)[N:13]([CH:17]2[CH2:21][CH2:20][CH2:19][CH2:18]2)[CH:12]=[CH:11]3)[CH:5]=[CH:6][CH:7]=1.[C:22](Cl)([C:24](Cl)=[O:25])=[O:23].C1C[O:31]CC1, predict the reaction product. (7) Given the reactants [CH3:1][O:2][C:3]1[CH:4]=[CH:5][C:6]([C@H:9]2[CH2:11][C@@H:10]2[CH2:12][O:13][C:14]2[C:23]([CH:24]3[CH2:29][CH2:28][CH2:27][NH:26][CH2:25]3)=[CH:22][C:21]3[C:16](=[CH:17][CH:18]=[CH:19][N:20]=3)[N:15]=2)=[N:7][CH:8]=1.[C:30](Cl)(=[O:32])[CH3:31].CCN(C(C)C)C(C)C, predict the reaction product. The product is: [CH3:1][O:2][C:3]1[CH:4]=[CH:5][C:6]([C@H:9]2[CH2:11][C@@H:10]2[CH2:12][O:13][C:14]2[C:23]([CH:24]3[CH2:29][CH2:28][CH2:27][N:26]([C:30](=[O:32])[CH3:31])[CH2:25]3)=[CH:22][C:21]3[C:16](=[CH:17][CH:18]=[CH:19][N:20]=3)[N:15]=2)=[N:7][CH:8]=1.